Dataset: Full USPTO retrosynthesis dataset with 1.9M reactions from patents (1976-2016). Task: Predict the reactants needed to synthesize the given product. (1) Given the product [Cl:1][C:2]1[C:3]([O:9][CH:10]2[CH2:15][CH2:14][N:13]([C:16]([O:18][C:19]([CH3:22])([CH3:21])[CH3:20])=[O:17])[CH2:12][CH2:11]2)=[CH:4][C:5](=[O:8])[N:6]([C:30]2[CH:29]=[CH:28][C:27]([S:33]([CH3:36])(=[O:34])=[O:35])=[C:26]([F:25])[CH:31]=2)[CH:7]=1, predict the reactants needed to synthesize it. The reactants are: [Cl:1][C:2]1[C:3]([O:9][CH:10]2[CH2:15][CH2:14][N:13]([C:16]([O:18][C:19]([CH3:22])([CH3:21])[CH3:20])=[O:17])[CH2:12][CH2:11]2)=[CH:4][C:5](=[O:8])[NH:6][CH:7]=1.[H-].[Na+].[F:25][C:26]1[CH:31]=[C:30](F)[CH:29]=[CH:28][C:27]=1[S:33]([CH3:36])(=[O:35])=[O:34]. (2) Given the product [CH2:13]([CH:20]1[CH2:25][CH2:24][N:23]([C:5]([C:4]2[CH:8]=[CH:9][C:10]([O:11][CH3:12])=[C:2]([F:1])[CH:3]=2)=[O:6])[CH2:22][CH2:21]1)[C:14]1[CH:19]=[CH:18][CH:17]=[CH:16][CH:15]=1, predict the reactants needed to synthesize it. The reactants are: [F:1][C:2]1[CH:3]=[C:4]([CH:8]=[CH:9][C:10]=1[O:11][CH3:12])[C:5](Cl)=[O:6].[CH2:13]([CH:20]1[CH2:25][CH2:24][NH:23][CH2:22][CH2:21]1)[C:14]1[CH:19]=[CH:18][CH:17]=[CH:16][CH:15]=1. (3) Given the product [F:20][C:21]1[CH:26]=[CH:25][C:24]([C:2]2[CH:3]=[N:4][C:5]3[N:6]([CH:8]=[C:9]([CH2:11][O:12][C:13]4[C:14]([F:19])=[N:15][CH:16]=[CH:17][CH:18]=4)[N:10]=3)[CH:7]=2)=[C:23]([CH3:30])[CH:22]=1, predict the reactants needed to synthesize it. The reactants are: Br[C:2]1[CH:3]=[N:4][C:5]2[N:6]([CH:8]=[C:9]([CH2:11][O:12][C:13]3[C:14]([F:19])=[N:15][CH:16]=[CH:17][CH:18]=3)[N:10]=2)[CH:7]=1.[F:20][C:21]1[CH:26]=[CH:25][C:24](B(O)O)=[C:23]([CH3:30])[CH:22]=1. (4) Given the product [F:40][C:19]([F:18])([F:39])[C:20]1[CH:34]=[C:33]([C:35]([F:38])([F:37])[F:36])[CH:32]=[CH:31][C:21]=1[CH2:22][N:23]1[CH2:28][CH2:27][CH:26](/[CH:29]=[C:16]2/[C:12]([NH:11][C@@H:5]([C:2]3([OH:1])[CH2:3][CH2:4]3)[C:6]([N:8]([CH3:10])[CH3:9])=[O:7])=[N:13][C:14](=[O:17])[S:15]/2)[CH2:25][CH2:24]1, predict the reactants needed to synthesize it. The reactants are: [OH:1][C:2]1([C@H:5]([NH:11][C:12]2[CH2:16][S:15][C:14](=[O:17])[N:13]=2)[C:6]([N:8]([CH3:10])[CH3:9])=[O:7])[CH2:4][CH2:3]1.[F:18][C:19]([F:40])([F:39])[C:20]1[CH:34]=[C:33]([C:35]([F:38])([F:37])[F:36])[CH:32]=[CH:31][C:21]=1[CH2:22][N:23]1[CH2:28][CH2:27][CH:26]([CH:29]=O)[CH2:25][CH2:24]1.C([O-])(=O)C.[NH2+]1CCCCC1. (5) Given the product [N:5]1([CH2:10][CH2:11][CH2:12][CH:13]2[C:21]3[C:16](=[CH:17][CH:18]=[CH:19][CH:20]=3)[NH:15][CH2:14]2)[CH2:6][CH2:7][CH2:8][CH2:9]1, predict the reactants needed to synthesize it. The reactants are: C([BH3-])#N.[Na+].[N:5]1([CH2:10][CH2:11][CH2:12][C:13]2[C:21]3[C:16](=[CH:17][CH:18]=[CH:19][CH:20]=3)[NH:15][CH:14]=2)[CH2:9][CH2:8][CH2:7][CH2:6]1.